Dataset: Reaction yield outcomes from USPTO patents with 853,638 reactions. Task: Predict the reaction yield, written as a fraction of the theoretical maximum amount of product (1.0 means a 100% yield; for example, 0.34 means a 34% yield). The reactants are [NH2:1][C:2]1[CH:10]=[CH:9][CH:8]=[C:7]([O:11][CH3:12])[C:3]=1[C:4]([OH:6])=O.C1N=CN([C:18](N2C=NC=C2)=[O:19])C=1.C([N:28](C(C)C)CC)(C)C. The yield is 0.339. The product is [NH2:1][C:2]1[CH:10]=[CH:9][CH:8]=[C:7]([O:11][CH3:12])[C:3]=1[C:4]([NH:28][O:19][CH3:18])=[O:6]. The catalyst is C1COCC1.